Predict the reactants needed to synthesize the given product. From a dataset of Full USPTO retrosynthesis dataset with 1.9M reactions from patents (1976-2016). (1) Given the product [Br:1][C:2]1[CH:3]=[CH:4][C:5]([C@@H:8]2[CH2:10][C@H:9]2[NH2:11])=[CH:6][CH:7]=1, predict the reactants needed to synthesize it. The reactants are: [Br:1][C:2]1[CH:7]=[CH:6][C:5]([C@@H:8]2[CH2:10][C@H:9]2[NH:11]C(=O)OC(C)(C)C)=[CH:4][CH:3]=1.Cl. (2) The reactants are: [NH2:1][C:2]1[C:7]([N+:8]([O-])=O)=[C:6]([NH:11][C@@H:12]2[C@@H:17]3[O:18][C@@H:14]([CH2:15][CH2:16]3)[C@@H:13]2[C:19]([NH2:21])=[O:20])[C:5]([Cl:22])=[CH:4][N:3]=1. Given the product [NH2:1][C:2]1[C:7]([NH2:8])=[C:6]([NH:11][CH:12]2[CH:17]3[O:18][CH:14]([CH2:15][CH2:16]3)[CH:13]2[C:19]([NH2:21])=[O:20])[C:5]([Cl:22])=[CH:4][N:3]=1, predict the reactants needed to synthesize it. (3) Given the product [Cl:3][C:4]1[CH:5]=[C:6]([C:10]#[C:11][C:12]([N:14]([CH2:15][CH2:16][C:17]2[CH:22]=[CH:21][CH:20]=[CH:19][C:18]=2[F:23])[CH3:25])=[O:13])[CH:7]=[CH:8][CH:9]=1, predict the reactants needed to synthesize it. The reactants are: [H-].[Na+].[Cl:3][C:4]1[CH:5]=[C:6]([C:10]#[C:11][C:12]([NH:14][CH2:15][CH2:16][C:17]2[CH:22]=[CH:21][CH:20]=[CH:19][C:18]=2[F:23])=[O:13])[CH:7]=[CH:8][CH:9]=1.I[CH3:25]. (4) Given the product [Cl:18][C:15]1[CH:14]=[CH:13][C:12]([C:9]2[C:8]([C:19]3[CH:24]=[CH:23][C:22]([Cl:25])=[CH:21][CH:20]=3)=[N:7][C:6]([O:5][CH:3]3[CH2:2][N:1]([C:27]4[N:32]=[CH:31][CH:30]=[CH:29][N:28]=4)[CH2:4]3)=[CH:11][N:10]=2)=[CH:17][CH:16]=1, predict the reactants needed to synthesize it. The reactants are: [NH:1]1[CH2:4][CH:3]([O:5][C:6]2[N:7]=[C:8]([C:19]3[CH:24]=[CH:23][C:22]([Cl:25])=[CH:21][CH:20]=3)[C:9]([C:12]3[CH:17]=[CH:16][C:15]([Cl:18])=[CH:14][CH:13]=3)=[N:10][CH:11]=2)[CH2:2]1.Cl[C:27]1[N:32]=[CH:31][CH:30]=[CH:29][N:28]=1. (5) Given the product [CH2:1]([C:5]1[N:6]=[C:7]([CH3:34])[N:8]([C:27]2[N:32]=[CH:31][C:30]([O:33][CH:35]3[CH2:40][CH2:39][CH2:38][CH2:37][CH2:36]3)=[CH:29][N:28]=2)[C:9](=[O:26])[C:10]=1[CH2:11][C:12]1[CH:13]=[CH:14][C:15]([C:18]2[C:19]([C:24]#[N:25])=[CH:20][CH:21]=[CH:22][CH:23]=2)=[CH:16][CH:17]=1)[CH2:2][CH2:3][CH3:4], predict the reactants needed to synthesize it. The reactants are: [CH2:1]([C:5]1[N:6]=[C:7]([CH3:34])[N:8]([C:27]2[N:32]=[CH:31][C:30]([OH:33])=[CH:29][N:28]=2)[C:9](=[O:26])[C:10]=1[CH2:11][C:12]1[CH:17]=[CH:16][C:15]([C:18]2[C:19]([C:24]#[N:25])=[CH:20][CH:21]=[CH:22][CH:23]=2)=[CH:14][CH:13]=1)[CH2:2][CH2:3][CH3:4].[CH:35]1(O)[CH2:40][CH2:39][CH2:38][CH2:37][CH2:36]1.C1(P(C2C=CC=CC=2)C2C=CC=CC=2)C=CC=CC=1.C(OC(N=NC(OCC)=O)=O)C. (6) Given the product [Br:1][C:2]1[C:3]([F:23])=[CH:4][C:5]2[O:11][CH2:10][CH2:9][N:8]3[C:12]([C:18]([OH:20])=[O:19])=[C:13]([C:15](=[O:17])[NH2:16])[N:14]=[C:7]3[C:6]=2[CH:22]=1, predict the reactants needed to synthesize it. The reactants are: [Br:1][C:2]1[C:3]([F:23])=[CH:4][C:5]2[O:11][CH2:10][CH2:9][N:8]3[C:12]([C:18]([O:20]C)=[O:19])=[C:13]([C:15](=[O:17])[NH2:16])[N:14]=[C:7]3[C:6]=2[CH:22]=1.[Li+].[OH-]. (7) Given the product [Cl:12][C:13]1[CH:18]=[CH:17][C:16]([O:19][CH2:8][C:5]2[N:6]=[CH:7][C:2]([F:1])=[CH:3][C:4]=2[C:10]([OH:9])=[O:11])=[CH:15][CH:14]=1, predict the reactants needed to synthesize it. The reactants are: [F:1][C:2]1[CH:3]=[C:4]2[C:10](=[O:11])[O:9][CH2:8][C:5]2=[N:6][CH:7]=1.[Cl:12][C:13]1[CH:18]=[CH:17][C:16]([OH:19])=[CH:15][CH:14]=1. (8) The reactants are: [O:1]=[C:2]([C:15]1[C:24]2[C:19](=[CH:20][CH:21]=[C:22]([O:25][CH3:26])[CH:23]=2)[N:18]=[CH:17][C:16]=1[F:27])[CH2:3][CH2:4][C@@H:5]1[CH2:10][CH2:9][NH:8][CH2:7][C@@H:6]1[C:11]([O:13][CH3:14])=[O:12].Br[CH2:29][CH2:30][S:31][C:32]1[CH:37]=[C:36]([F:38])[CH:35]=[CH:34][C:33]=1[F:39].[I-].[K+].C(=O)([O-])[O-].[K+].[K+]. Given the product [O:1]=[C:2]([C:15]1[C:24]2[C:19](=[CH:20][CH:21]=[C:22]([O:25][CH3:26])[CH:23]=2)[N:18]=[CH:17][C:16]=1[F:27])[CH2:3][CH2:4][C@@H:5]1[CH2:10][CH2:9][N:8]([CH2:29][CH2:30][S:31][C:32]2[CH:37]=[C:36]([F:38])[CH:35]=[CH:34][C:33]=2[F:39])[CH2:7][C@@H:6]1[C:11]([O:13][CH3:14])=[O:12], predict the reactants needed to synthesize it. (9) Given the product [N+:8]([C:5]1[CH:6]=[CH:7][C:2]2[N:1]=[CH:12][O:11][C:3]=2[CH:4]=1)([O-:10])=[O:9], predict the reactants needed to synthesize it. The reactants are: [NH2:1][C:2]1[CH:7]=[CH:6][C:5]([N+:8]([O-:10])=[O:9])=[CH:4][C:3]=1[OH:11].[CH:12](OCC)(OCC)OCC.O.C1(C)C=CC(S(O)(=O)=O)=CC=1. (10) The reactants are: [Cl:1][C:2]1[CH:7]=[CH:6][CH:5]=[CH:4][C:3]=1[C:8](=[O:10])[CH3:9].CC(C)([O-])C.[Na+]. Given the product [Cl:1][C:2]1[CH:7]=[CH:6][CH:5]=[CH:4][C:3]=1[CH:8]([OH:10])[CH3:9], predict the reactants needed to synthesize it.